From a dataset of NCI-60 drug combinations with 297,098 pairs across 59 cell lines. Regression. Given two drug SMILES strings and cell line genomic features, predict the synergy score measuring deviation from expected non-interaction effect. (1) Drug 1: C1=CC(=CC=C1CCC2=CNC3=C2C(=O)NC(=N3)N)C(=O)NC(CCC(=O)O)C(=O)O. Drug 2: CCCCC(=O)OCC(=O)C1(CC(C2=C(C1)C(=C3C(=C2O)C(=O)C4=C(C3=O)C=CC=C4OC)O)OC5CC(C(C(O5)C)O)NC(=O)C(F)(F)F)O. Cell line: EKVX. Synergy scores: CSS=-2.47, Synergy_ZIP=-1.11, Synergy_Bliss=-4.68, Synergy_Loewe=-4.24, Synergy_HSA=-5.07. (2) Drug 1: CC1C(C(=O)NC(C(=O)N2CCCC2C(=O)N(CC(=O)N(C(C(=O)O1)C(C)C)C)C)C(C)C)NC(=O)C3=C4C(=C(C=C3)C)OC5=C(C(=O)C(=C(C5=N4)C(=O)NC6C(OC(=O)C(N(C(=O)CN(C(=O)C7CCCN7C(=O)C(NC6=O)C(C)C)C)C)C(C)C)C)N)C. Drug 2: CC1=C(N=C(N=C1N)C(CC(=O)N)NCC(C(=O)N)N)C(=O)NC(C(C2=CN=CN2)OC3C(C(C(C(O3)CO)O)O)OC4C(C(C(C(O4)CO)O)OC(=O)N)O)C(=O)NC(C)C(C(C)C(=O)NC(C(C)O)C(=O)NCCC5=NC(=CS5)C6=NC(=CS6)C(=O)NCCC[S+](C)C)O. Cell line: SK-MEL-5. Synergy scores: CSS=42.0, Synergy_ZIP=1.46, Synergy_Bliss=5.91, Synergy_Loewe=-24.7, Synergy_HSA=5.22. (3) Drug 1: CC1=CC=C(C=C1)C2=CC(=NN2C3=CC=C(C=C3)S(=O)(=O)N)C(F)(F)F. Drug 2: C1=CN(C(=O)N=C1N)C2C(C(C(O2)CO)O)O.Cl. Cell line: IGROV1. Synergy scores: CSS=1.83, Synergy_ZIP=-4.07, Synergy_Bliss=-1.39, Synergy_Loewe=-5.47, Synergy_HSA=-1.80. (4) Drug 1: C1=CC=C(C(=C1)C(C2=CC=C(C=C2)Cl)C(Cl)Cl)Cl. Drug 2: CC1C(C(CC(O1)OC2CC(CC3=C2C(=C4C(=C3O)C(=O)C5=CC=CC=C5C4=O)O)(C(=O)C)O)N)O. Cell line: A549. Synergy scores: CSS=67.0, Synergy_ZIP=-4.53, Synergy_Bliss=-2.36, Synergy_Loewe=1.05, Synergy_HSA=2.62. (5) Drug 1: CCCCCOC(=O)NC1=NC(=O)N(C=C1F)C2C(C(C(O2)C)O)O. Drug 2: CC1CCC2CC(C(=CC=CC=CC(CC(C(=O)C(C(C(=CC(C(=O)CC(OC(=O)C3CCCCN3C(=O)C(=O)C1(O2)O)C(C)CC4CCC(C(C4)OC)OCCO)C)C)O)OC)C)C)C)OC. Cell line: HOP-62. Synergy scores: CSS=5.87, Synergy_ZIP=4.24, Synergy_Bliss=7.45, Synergy_Loewe=2.07, Synergy_HSA=2.20.